This data is from Full USPTO retrosynthesis dataset with 1.9M reactions from patents (1976-2016). The task is: Predict the reactants needed to synthesize the given product. (1) Given the product [N+:1]([C:4]1[CH:5]=[C:6]2[C:10](=[CH:11][CH:12]=1)[N:9]([CH2:20][C:21]1[O:22][CH:23]=[CH:24][N:25]=1)[N:8]=[CH:7]2)([O-:3])=[O:2], predict the reactants needed to synthesize it. The reactants are: [N+:1]([C:4]1[CH:5]=[C:6]2[C:10](=[CH:11][CH:12]=1)[NH:9][N:8]=[CH:7]2)([O-:3])=[O:2].C(=O)([O-])[O-].[K+].[K+].Cl[CH2:20][C:21]1[O:22][CH:23]=[CH:24][N:25]=1.[NH4+].[Cl-]. (2) Given the product [CH3:1][N:2]1[C:10]2[CH:9]=[C:8]([NH:29][C:41](=[O:40])[O:36][C:33]([CH3:35])([CH3:34])[CH3:32])[N:7]=[CH:6][C:5]=2[C:4]([CH3:14])=[CH:3]1, predict the reactants needed to synthesize it. The reactants are: [CH3:1][N:2]1[C:10]2[CH:9]=[C:8](C(O)=O)[N:7]=[CH:6][C:5]=2[C:4]([CH3:14])=[CH:3]1.C1(P([N:29]=[N+]=[N-])(C2C=CC=CC=2)=O)C=CC=CC=1.[CH3:32][C:33]([OH:36])([CH3:35])[CH3:34].C1[CH2:41][O:40]CC1. (3) Given the product [OH:27][C:28]1[C:29]([C:37]2([CH2:5][OH:16])[C:45]3[C:40](=[CH:41][CH:42]=[CH:43][CH:44]=3)[N:39]([CH2:46][C:47]3[CH:48]=[C:49]([CH:54]=[CH:55][CH:56]=3)[C:50]([O:52][CH3:53])=[O:51])[C:38]2=[O:57])=[CH:30][C:31]2[O:35][CH2:34][O:33][C:32]=2[CH:36]=1, predict the reactants needed to synthesize it. The reactants are: BrC1C=CC=C2C=1C(C1C(O)=CC3OCOC=3C=1)[C:5](=[O:16])N2CCCCC.[OH:27][C:28]1[C:29]([CH:37]2[C:45]3[C:40](=[CH:41][CH:42]=[CH:43][CH:44]=3)[N:39]([CH2:46][C:47]3[CH:48]=[C:49]([CH:54]=[CH:55][CH:56]=3)[C:50]([O:52][CH3:53])=[O:51])[C:38]2=[O:57])=[CH:30][C:31]2[O:35][CH2:34][O:33][C:32]=2[CH:36]=1. (4) Given the product [CH2:1]([C@H:8]1[CH2:12][O:11][C:10](=[O:13])[N:9]1[C:14](=[O:29])[CH2:15][CH:16]([C:21]1[CH:26]=[C:25]([F:27])[CH:24]=[C:23]([F:28])[CH:22]=1)[C:17]([F:19])([F:20])[F:18])[C:2]1[CH:7]=[CH:6][CH:5]=[CH:4][CH:3]=1, predict the reactants needed to synthesize it. The reactants are: [CH2:1]([C@H:8]1[CH2:12][O:11][C:10](=[O:13])[N:9]1[C:14](=[O:29])[CH:15]=[C:16]([C:21]1[CH:26]=[C:25]([F:27])[CH:24]=[C:23]([F:28])[CH:22]=1)[C:17]([F:20])([F:19])[F:18])[C:2]1[CH:7]=[CH:6][CH:5]=[CH:4][CH:3]=1. (5) Given the product [CH2:1]([O:8][C:9]([N:11]1[CH2:15][C@H:14]([O:16][C:17]([CH3:20])([CH3:19])[CH3:18])[CH2:13][C@H:12]1[C:21](=[O:29])[NH:22][CH2:23][CH:24]=[O:25])=[O:10])[C:2]1[CH:7]=[CH:6][CH:5]=[CH:4][CH:3]=1, predict the reactants needed to synthesize it. The reactants are: [CH2:1]([O:8][C:9]([N:11]1[CH2:15][C@H:14]([O:16][C:17]([CH3:20])([CH3:19])[CH3:18])[CH2:13][C@H:12]1[C:21](=[O:29])[NH:22][CH2:23][CH:24](OC)[O:25]C)=[O:10])[C:2]1[CH:7]=[CH:6][CH:5]=[CH:4][CH:3]=1.Cl. (6) Given the product [CH3:14][S@:15]([CH2:18][CH2:19][CH2:20][O:21][CH2:22][C:23]1[CH:28]=[CH:27][CH:26]=[CH:25][CH:24]=1)(=[NH:17])=[O:16], predict the reactants needed to synthesize it. The reactants are: S(C1C=CC([N+]([O-])=O)=CC=1)(O)(=O)=O.[CH3:14][S@:15]([CH2:18][CH2:19][CH2:20][O:21][CH2:22][C:23]1[CH:28]=[CH:27][CH:26]=[CH:25][CH:24]=1)(=[NH:17])=[O:16].C([O-])([O-])=O.[Cs+].[Cs+].